This data is from Forward reaction prediction with 1.9M reactions from USPTO patents (1976-2016). The task is: Predict the product of the given reaction. Given the reactants [CH:1]1([CH:6]([C:10]2[CH:15]=[CH:14][CH:13]=[CH:12][N:11]=2)[C:7]([OH:9])=O)[CH2:5][CH2:4][CH2:3][CH2:2]1.[I:16][C:17]1[C:25]2[C:20](=[CH:21][CH:22]=[C:23]([NH2:26])[CH:24]=2)[N:19]([CH:27]2[CH2:32][CH2:31][CH2:30][CH2:29][O:28]2)[N:18]=1, predict the reaction product. The product is: [CH:1]1([CH:6]([C:10]2[CH:15]=[CH:14][CH:13]=[CH:12][N:11]=2)[C:7]([NH:26][C:23]2[CH:24]=[C:25]3[C:20](=[CH:21][CH:22]=2)[N:19]([CH:27]2[CH2:32][CH2:31][CH2:30][CH2:29][O:28]2)[N:18]=[C:17]3[I:16])=[O:9])[CH2:2][CH2:3][CH2:4][CH2:5]1.